Dataset: Reaction yield outcomes from USPTO patents with 853,638 reactions. Task: Predict the reaction yield, written as a fraction of the theoretical maximum amount of product (1.0 means a 100% yield; for example, 0.34 means a 34% yield). (1) The reactants are [OH:1][NH:2][C:3](=[O:18])[C:4]1[CH:9]=[CH:8][CH:7]=[CH:6][C:5]=1[C:10]#[C:11][C:12]1[CH:17]=[CH:16][CH:15]=[CH:14][CH:13]=1. The catalyst is CCOC(C)=O.CO.[Pd]. The product is [OH:1][NH:2][C:3](=[O:18])[C:4]1[CH:9]=[CH:8][CH:7]=[CH:6][C:5]=1[CH2:10][CH2:11][C:12]1[CH:17]=[CH:16][CH:15]=[CH:14][CH:13]=1. The yield is 0.620. (2) The reactants are C(=O)([O-])[O-].[K+].[K+].Br[C:8]1[CH:14]=[C:13]([F:15])[CH:12]=[CH:11][C:9]=1[NH2:10].[CH3:16][CH2:17][CH2:18][C:19]#[C:20][CH2:21][CH2:22][CH3:23]. The catalyst is C([O-])(=O)C.[Pd+2].C([O-])(=O)C.CC(P(C(C)(C)C)C1[CH-]C=CC=1)(C)C.CC(P(C(C)(C)C)C1[CH-]C=CC=1)(C)C.[Fe+2].CN1C(=O)CCC1. The product is [CH2:18]([C:19]1[NH:10][C:9]2[C:8]([C:20]=1[CH2:21][CH2:22][CH3:23])=[CH:14][C:13]([F:15])=[CH:12][CH:11]=2)[CH2:17][CH3:16]. The yield is 0.776. (3) The reactants are [CH3:1][O:2][CH2:3][C@@H:4]1[CH2:8][CH2:7][CH2:6][N:5]1[C:9]([C:11]1[S:19][C:18]2[C:13](=[N:14][CH:15]=[CH:16][C:17]=2[O:20][C:21]2[CH:22]=[CH:23][C:24]3[C:28]([C:29]([OH:31])=O)=[C:27]([CH3:32])[S:26][C:25]=3[CH:33]=2)[CH:12]=1)=[O:10].[NH2:34][CH2:35][CH2:36][CH2:37][OH:38].CN(C(ON1N=NC2C=CC=CC1=2)=[N+](C)C)C.F[P-](F)(F)(F)(F)F.C(N(C(C)C)CC)(C)C. No catalyst specified. The product is [OH:38][CH2:37][CH2:36][CH2:35][NH:34][C:29]([C:28]1[C:24]2[CH:23]=[CH:22][C:21]([O:20][C:17]3[CH:16]=[CH:15][N:14]=[C:13]4[CH:12]=[C:11]([C:9]([N:5]5[CH2:6][CH2:7][CH2:8][C@H:4]5[CH2:3][O:2][CH3:1])=[O:10])[S:19][C:18]=34)=[CH:33][C:25]=2[S:26][C:27]=1[CH3:32])=[O:31]. The yield is 0.880. (4) The product is [F:12][CH:11]([F:13])[C:10]1[N:5]2[N:4]=[CH:3][C:2]([C:29]#[C:28][Si:25]([CH3:27])([CH3:26])[CH3:24])=[C:6]2[N:7]=[C:8]([C:14]2[CH:19]=[CH:18][C:17]([C:20]([F:23])([F:22])[F:21])=[CH:16][CH:15]=2)[CH:9]=1. The reactants are Br[C:2]1[CH:3]=[N:4][N:5]2[C:10]([CH:11]([F:13])[F:12])=[CH:9][C:8]([C:14]3[CH:19]=[CH:18][C:17]([C:20]([F:23])([F:22])[F:21])=[CH:16][CH:15]=3)=[N:7][C:6]=12.[CH3:24][Si:25]([C:28]#[CH:29])([CH3:27])[CH3:26]. The yield is 0.990. No catalyst specified.